Task: Predict the reaction yield, written as a fraction of the theoretical maximum amount of product (1.0 means a 100% yield; for example, 0.34 means a 34% yield).. Dataset: Reaction yield outcomes from USPTO patents with 853,638 reactions (1) The reactants are Br[C:2]1[C:7](=[O:8])[N:6]([CH2:9][C:10]2[CH:15]=[CH:14][C:13]([C:16]3[C:17]([C:22]#[N:23])=[CH:18][CH:19]=[CH:20][CH:21]=3)=[CH:12][CH:11]=2)[C:5]([CH2:24][CH2:25][CH3:26])=[N:4][C:3]=1[CH2:27][CH3:28].[O:29]1[C:33]2[CH:34]=[CH:35][C:36]([OH:38])=[CH:37][C:32]=2[O:31][CH2:30]1.[OH-].[K+].CS(C)=O. The catalyst is C(OCC)(=O)C. The product is [O:29]1[C:33]2[CH:34]=[CH:35][C:36]([O:38][C:2]3[C:7](=[O:8])[N:6]([CH2:9][C:10]4[CH:15]=[CH:14][C:13]([C:16]5[C:17]([C:22]#[N:23])=[CH:18][CH:19]=[CH:20][CH:21]=5)=[CH:12][CH:11]=4)[C:5]([CH2:24][CH2:25][CH3:26])=[N:4][C:3]=3[CH2:27][CH3:28])=[CH:37][C:32]=2[O:31][CH2:30]1. The yield is 0.860. (2) The reactants are C(OC([NH:8][C:9]1[S:10][C:11]2[CH:17]=[C:16]([O:18][S:19]([C:22]3[CH:27]=[CH:26][C:25]([F:28])=[CH:24][CH:23]=3)(=[O:21])=[O:20])[CH:15]=[CH:14][C:12]=2[N:13]=1)=O)(C)(C)C.FC(F)(F)C(O)=O.O. The catalyst is ClCCl. The product is [NH2:8][C:9]1[S:10][C:11]2[CH:17]=[C:16]([O:18][S:19]([C:22]3[CH:27]=[CH:26][C:25]([F:28])=[CH:24][CH:23]=3)(=[O:20])=[O:21])[CH:15]=[CH:14][C:12]=2[N:13]=1. The yield is 0.830. (3) The reactants are [Br:1][C:2]1[CH:7]=[CH:6][C:5]([C:8]([F:11])([F:10])[F:9])=[CH:4][C:3]=1[C:12]1[CH:13]=[N:14][CH:15]=[CH:16][CH:17]=1.F[C:19](F)(F)S(OC)(=O)=O.C(O[BH-](OC(=O)C)OC(=O)C)(=O)C.[Na+].[BH4-].[Li+]. The catalyst is C(Cl)Cl. The product is [Br:1][C:2]1[CH:7]=[CH:6][C:5]([C:8]([F:9])([F:10])[F:11])=[CH:4][C:3]=1[C:12]1[CH2:13][N:14]([CH3:19])[CH2:15][CH2:16][CH:17]=1. The yield is 0.406. (4) The catalyst is C1COCC1. The reactants are C1(P(C2C=CC=CC=2)C2C=CC=CC=2)C=CC=CC=1.CCOC(/N=N/C(OCC)=O)=O.[CH3:32][O:33][C:34](=[O:45])[C:35]1[CH:40]=[C:39](O)[CH:38]=[C:37]([O:42][CH2:43][CH3:44])[CH:36]=1.[O:46]1[CH2:51][CH2:50][CH:49]([OH:52])[CH2:48][CH2:47]1. The yield is 0.560. The product is [CH3:32][O:33][C:34](=[O:45])[C:35]1[CH:40]=[C:39]([O:52][CH:49]2[CH2:50][CH2:51][O:46][CH2:47][CH2:48]2)[CH:38]=[C:37]([O:42][CH2:43][CH3:44])[CH:36]=1.